This data is from Peptide-MHC class I binding affinity with 185,985 pairs from IEDB/IMGT. The task is: Regression. Given a peptide amino acid sequence and an MHC pseudo amino acid sequence, predict their binding affinity value. This is MHC class I binding data. (1) The binding affinity (normalized) is 0.0708. The peptide sequence is EVVMAYVGIK. The MHC is HLA-B51:01 with pseudo-sequence HLA-B51:01. (2) The peptide sequence is AWMVHRQWF. The MHC is HLA-A23:01 with pseudo-sequence HLA-A23:01. The binding affinity (normalized) is 0.461. (3) The peptide sequence is GFFRPWSMGK. The MHC is Mamu-B8301 with pseudo-sequence Mamu-B8301. The binding affinity (normalized) is 0.543. (4) The peptide sequence is RTADIGACM. The MHC is HLA-A02:19 with pseudo-sequence HLA-A02:19. The binding affinity (normalized) is 0.0847. (5) The peptide sequence is ISRQIHWCW. The MHC is HLA-B07:02 with pseudo-sequence HLA-B07:02. The binding affinity (normalized) is 0.0847. (6) The peptide sequence is KCCNLFEKF. The MHC is HLA-A29:02 with pseudo-sequence HLA-A29:02. The binding affinity (normalized) is 0.0330. (7) The peptide sequence is MASSVLLWM. The MHC is HLA-B53:01 with pseudo-sequence HLA-B53:01. The binding affinity (normalized) is 1.00.